Dataset: Catalyst prediction with 721,799 reactions and 888 catalyst types from USPTO. Task: Predict which catalyst facilitates the given reaction. (1) Reactant: [CH2:1]([O:8][C:9]1[N:10]=[C:11]2[C:16](=[CH:17][CH:18]=1)[N:15]=[CH:14][C:13]([C:19](O)=[O:20])=[C:12]2[CH3:22])[C:2]1[CH:7]=[CH:6][CH:5]=[CH:4][CH:3]=1.C(OC(OC(C)(C)C)=O)(OC(C)(C)C)=O.C(=O)([O-])[O-].[NH4+:42].[NH4+]. Product: [CH2:1]([O:8][C:9]1[N:10]=[C:11]2[C:16](=[CH:17][CH:18]=1)[N:15]=[CH:14][C:13]([C:19]([NH2:42])=[O:20])=[C:12]2[CH3:22])[C:2]1[CH:7]=[CH:6][CH:5]=[CH:4][CH:3]=1. The catalyst class is: 17. (2) Reactant: [ClH:1].C(OC(=O)[NH:8][C@@H:9]1[C:13](=[O:14])[CH2:12][O:11][C@@H:10]1[CH3:15])(C)(C)C. Product: [ClH:1].[NH2:8][C@H:9]1[C@@H:10]([CH3:15])[O:11][CH2:12][C:13]1=[O:14]. The catalyst class is: 12. (3) Product: [F:7][C:8]1[CH:13]=[C:12]([O:14][CH3:15])[C:11]([O:16][CH3:17])=[CH:10][C:9]=1[S:18]([N:1]1[CH2:6][CH2:5][CH2:4][CH2:3][CH2:2]1)(=[O:19])=[O:20]. Reactant: [NH:1]1[CH2:6][CH2:5][CH2:4][CH2:3][CH2:2]1.[F:7][C:8]1[CH:13]=[C:12]([O:14][CH3:15])[C:11]([O:16][CH3:17])=[CH:10][C:9]=1[S:18](Cl)(=[O:20])=[O:19].O. The catalyst class is: 4. (4) Reactant: [C:1]([N:4]1[CH2:9][CH2:8][NH:7][CH2:6][CH2:5]1)(=[O:3])[CH3:2].C(N(C(C)C)CC)(C)C.[Cl:19][CH2:20][C:21](Cl)=[O:22].[I-].[Na+].Cl.[F:27][C:28]([F:54])([F:53])[C:29]1[CH:30]=[C:31]([CH:46]=[C:47]([C:49]([F:52])([F:51])[F:50])[CH:48]=1)[CH2:32][O:33][C@H:34]1[CH2:39][CH2:38][NH:37][CH2:36][C@H:35]1[C:40]1[CH:45]=[CH:44][CH:43]=[CH:42][CH:41]=1. Product: [ClH:19].[C:1]([N:4]1[CH2:9][CH2:8][N:7]([C:21](=[O:22])[CH2:20][N:37]2[CH2:38][CH2:39][C@H:34]([O:33][CH2:32][C:31]3[CH:46]=[C:47]([C:49]([F:51])([F:52])[F:50])[CH:48]=[C:29]([C:28]([F:27])([F:53])[F:54])[CH:30]=3)[C@H:35]([C:40]3[CH:45]=[CH:44][CH:43]=[CH:42][CH:41]=3)[CH2:36]2)[CH2:6][CH2:5]1)(=[O:3])[CH3:2]. The catalyst class is: 18. (5) Reactant: [C:1]([C:3]1[CH:4]=[CH:5][C:6]2[N:12]3[C:13]([C:16]([F:19])([F:18])[F:17])=[N:14][N:15]=[C:11]3[C@H:10]([CH2:20][C:21]([O:23]CC)=[O:22])[O:9][C@@H:8]([C:26]3[CH:31]=[CH:30][CH:29]=[C:28]([O:32][CH3:33])[C:27]=3[O:34][CH3:35])[C:7]=2[CH:36]=1)#[N:2].Cl. Product: [C:1]([C:3]1[CH:4]=[CH:5][C:6]2[N:12]3[C:13]([C:16]([F:19])([F:18])[F:17])=[N:14][N:15]=[C:11]3[C@@H:10]([CH2:20][C:21]([OH:23])=[O:22])[O:9][C@H:8]([C:26]3[CH:31]=[CH:30][CH:29]=[C:28]([O:32][CH3:33])[C:27]=3[O:34][CH3:35])[C:7]=2[CH:36]=1)#[N:2]. The catalyst class is: 12. (6) The catalyst class is: 19. Reactant: [C:1]([O:5][C:6]([N:8]1[CH2:14][CH2:13][C:12]2([C:15]3[CH:20]=[CH:19][C:18]([N+:21]([O-])=O)=[C:17]([O:24][CH3:25])[CH:16]=3)[CH:10]([O:11]2)[CH2:9]1)=[O:7])([CH3:4])([CH3:3])[CH3:2]. Product: [C:1]([O:5][C:6]([N:8]1[CH2:14][CH2:13][C@@H:12]([C:15]2[CH:20]=[CH:19][C:18]([NH2:21])=[C:17]([O:24][CH3:25])[CH:16]=2)[C@@H:10]([OH:11])[CH2:9]1)=[O:7])([CH3:4])([CH3:3])[CH3:2].